Dataset: Full USPTO retrosynthesis dataset with 1.9M reactions from patents (1976-2016). Task: Predict the reactants needed to synthesize the given product. (1) Given the product [C:1]([C:4]1[C:22](=[O:23])[C@@:8]2([CH3:24])[C:9]3[C:15]([OH:16])=[CH:14][C:13]([O:17][CH3:18])=[C:12]([C:19]([NH:21][CH2:39][C:29]4[C:30]5[C:35](=[CH:34][CH:33]=[CH:32][CH:31]=5)[CH:36]=[C:37]([CH3:38])[C:28]=4[CH2:26][CH3:27])=[O:20])[C:10]=3[O:11][C:7]2=[CH:6][C:5]=1[OH:25])(=[O:3])[CH3:2], predict the reactants needed to synthesize it. The reactants are: [C:1]([C:4]1[C:22](=[O:23])[C@@:8]2([CH3:24])[C:9]3[C:15]([OH:16])=[CH:14][C:13]([O:17][CH3:18])=[C:12]([C:19]([NH2:21])=[O:20])[C:10]=3[O:11][C:7]2=[CH:6][C:5]=1[OH:25])(=[O:3])[CH3:2].[CH2:26]([C:28]1[C:37]([CH3:38])=[CH:36][C:35]2[C:30](=[CH:31][CH:32]=[CH:33][CH:34]=2)[C:29]=1[CH:39]=O)[CH3:27].C([SiH](CC)CC)C.FC(F)(F)C(O)=O. (2) Given the product [Br:18][C:4]1[C:8]([C:9]2[CH:14]=[CH:13][CH:12]=[CH:11][CH:10]=2)=[N:7][N:6]2[CH2:15][CH2:16][CH2:17][C:5]=12, predict the reactants needed to synthesize it. The reactants are: C([C:4]1[C:8]([C:9]2[CH:14]=[CH:13][CH:12]=[CH:11][CH:10]=2)=[N:7][N:6]2[CH2:15][CH2:16][CH2:17][C:5]=12)(O)=O.[Br:18]N1C(=O)CCC1=O.